Dataset: NCI-60 drug combinations with 297,098 pairs across 59 cell lines. Task: Regression. Given two drug SMILES strings and cell line genomic features, predict the synergy score measuring deviation from expected non-interaction effect. Drug 1: C1C(C(OC1N2C=NC3=C(N=C(N=C32)Cl)N)CO)O. Drug 2: CCCCCOC(=O)NC1=NC(=O)N(C=C1F)C2C(C(C(O2)C)O)O. Cell line: DU-145. Synergy scores: CSS=12.2, Synergy_ZIP=-2.71, Synergy_Bliss=5.11, Synergy_Loewe=-9.34, Synergy_HSA=1.01.